Dataset: Catalyst prediction with 721,799 reactions and 888 catalyst types from USPTO. Task: Predict which catalyst facilitates the given reaction. (1) Reactant: [CH3:1][N:2]1[C:7]2[S:8][CH:9]=[C:10]([CH2:11][C:12]([OH:14])=O)[C:6]=2[C:5](=[O:15])[N:4]([CH3:16])[C:3]1=[O:17].[F:18][C:19]1[C:24]([C:25]([F:28])([F:27])[F:26])=[C:23]([F:29])[CH:22]=[CH:21][C:20]=1[C:30]1[N:31]=[C:32]([NH2:35])[S:33][CH:34]=1.C1C=CC2N(O)N=NC=2C=1.CN1CCOCC1.Cl.CN(C)CCCN=C=NCC. Product: [F:18][C:19]1[C:24]([C:25]([F:26])([F:27])[F:28])=[C:23]([F:29])[CH:22]=[CH:21][C:20]=1[C:30]1[N:31]=[C:32]([NH:35][C:12](=[O:14])[CH2:11][C:10]2[C:6]3[C:5](=[O:15])[N:4]([CH3:16])[C:3](=[O:17])[N:2]([CH3:1])[C:7]=3[S:8][CH:9]=2)[S:33][CH:34]=1. The catalyst class is: 4. (2) The catalyst class is: 11. Product: [C:64]([O:63][C:61]([N:68]1[CH2:73][CH2:72][N:71]([C:2]2[CH:7]=[CH:6][CH:5]=[C:4]([CH3:8])[N:3]=2)[CH2:70][CH2:69]1)=[O:62])([CH3:67])([CH3:65])[CH3:66]. Reactant: Br[C:2]1[CH:7]=[CH:6][CH:5]=[C:4]([CH3:8])[N:3]=1.C1C=CC(P(C2C(C3C(P(C4C=CC=CC=4)C4C=CC=CC=4)=CC=C4C=3C=CC=C4)=C3C(C=CC=C3)=CC=2)C2C=CC=CC=2)=CC=1.CC(C)([O-])C.[Na+].[C:61]([N:68]1[CH2:73][CH2:72][NH:71][CH2:70][CH2:69]1)([O:63][C:64]([CH3:67])([CH3:66])[CH3:65])=[O:62]. (3) Reactant: [N+:1]([C:4]1[CH:5]=[C:6]([CH:9]=[CH:10][CH:11]=1)[C:7]#[N:8])([O-:3])=[O:2].P([O-])(OCC)(SCC)=[S:13].Cl.C(=O)([O-])[O-].[Na+].[Na+]. Product: [N+:1]([C:4]1[CH:5]=[C:6]([CH:9]=[CH:10][CH:11]=1)[C:7]([NH2:8])=[S:13])([O-:3])=[O:2]. The catalyst class is: 13. (4) Reactant: C[Si](C)(C)[C:3]#[C:4][C@@H:5]1[C@H:10]([O:11][CH2:12][C:13]2[CH:18]=[CH:17][CH:16]=[CH:15][CH:14]=2)[C@@H:9]([O:19][CH2:20][C:21]2[CH:26]=[CH:25][CH:24]=[CH:23][CH:22]=2)[C@H:8]([O:27][CH2:28][C:29]2[CH:34]=[CH:33][CH:32]=[CH:31][CH:30]=2)[C@@H:7]([CH2:35][O:36][CH2:37][C:38]2[CH:43]=[CH:42][CH:41]=[CH:40][CH:39]=2)[O:6]1.[OH-].[Na+]. Product: [CH2:28]([O:27][C@H:8]1[C@H:9]([O:19][CH2:20][C:21]2[CH:26]=[CH:25][CH:24]=[CH:23][CH:22]=2)[C@@H:10]([O:11][CH2:12][C:13]2[CH:14]=[CH:15][CH:16]=[CH:17][CH:18]=2)[C@@H:5]([C:4]#[CH:3])[O:6][C@@H:7]1[CH2:35][O:36][CH2:37][C:38]1[CH:39]=[CH:40][CH:41]=[CH:42][CH:43]=1)[C:29]1[CH:30]=[CH:31][CH:32]=[CH:33][CH:34]=1. The catalyst class is: 100. (5) Reactant: [CH2:1]([C:5]1[N:6]=[C:7]([C:24]2[CH:29]=[CH:28][C:27]([C:30]([F:33])([F:32])[F:31])=[CH:26][CH:25]=2)[S:8][C:9]=1[CH2:10][O:11][C:12]1[CH:17]=[CH:16][C:15]([CH2:18][C:19]([NH:21][OH:22])=[NH:20])=[C:14]([Cl:23])[CH:13]=1)[CH2:2][CH2:3][CH3:4].N1C=CC=CC=1.[C:40]1([O:46]C(Cl)=O)C=CC=CC=1.C(OCC)(=O)C. Product: [CH2:1]([C:5]1[N:6]=[C:7]([C:24]2[CH:25]=[CH:26][C:27]([C:30]([F:31])([F:32])[F:33])=[CH:28][CH:29]=2)[S:8][C:9]=1[CH2:10][O:11][C:12]1[CH:17]=[CH:16][C:15]([CH2:18][C:19]2[NH:20][C:40](=[O:46])[O:22][N:21]=2)=[C:14]([Cl:23])[CH:13]=1)[CH2:2][CH2:3][CH3:4]. The catalyst class is: 4. (6) Reactant: [Cl:1][C:2]1[CH:3]=[C:4]([NH:9][C:10]2[C:19]3[C:14](=[CH:15][C:16]([O:21][CH2:22][CH2:23][CH2:24][N:25]4[CH2:30][CH2:29][O:28][CH2:27][CH2:26]4)=[C:17]([NH2:20])[CH:18]=3)[N:13]=[CH:12][N:11]=2)[CH:5]=[CH:6][C:7]=1[F:8].CCN(C(C)C)C(C)C.[N:40]1([CH2:46][CH:47]=[CH:48][C:49](Cl)=[O:50])[CH2:45][CH2:44][CH2:43][CH2:42][CH2:41]1. Product: [Cl:1][C:2]1[CH:3]=[C:4]([NH:9][C:10]2[C:19]3[C:14](=[CH:15][C:16]([O:21][CH2:22][CH2:23][CH2:24][N:25]4[CH2:26][CH2:27][O:28][CH2:29][CH2:30]4)=[C:17]([NH:20][C:49](=[O:50])[CH:48]=[CH:47][CH2:46][N:40]4[CH2:45][CH2:44][CH2:43][CH2:42][CH2:41]4)[CH:18]=3)[N:13]=[CH:12][N:11]=2)[CH:5]=[CH:6][C:7]=1[F:8]. The catalyst class is: 7. (7) Reactant: [F:1][C:2]1[CH:7]=[C:6]([N+:8]([O-:10])=[O:9])[CH:5]=[CH:4][C:3]=1[N:11]1[CH2:16][CH2:15][NH:14][CH2:13][CH2:12]1.CCN(C(C)C)C(C)C.[C:26](O[C:26]([O:28][C:29]([CH3:32])([CH3:31])[CH3:30])=[O:27])([O:28][C:29]([CH3:32])([CH3:31])[CH3:30])=[O:27]. Product: [C:29]([O:28][C:26]([N:14]1[CH2:15][CH2:16][N:11]([C:3]2[CH:4]=[CH:5][C:6]([N+:8]([O-:10])=[O:9])=[CH:7][C:2]=2[F:1])[CH2:12][CH2:13]1)=[O:27])([CH3:32])([CH3:31])[CH3:30]. The catalyst class is: 2. (8) Reactant: Cl[C:2]1[N:10]=[C:9]2[C:5]([N:6]=[CH:7][N:8]2[CH:11]([CH3:13])[CH3:12])=[C:4]([NH:14][CH2:15][C:16]2[CH:21]=[CH:20][C:19]([O:22][CH3:23])=[CH:18][CH:17]=2)[N:3]=1.[CH3:24][O:25][C:26]1[CH:31]=[C:30]([O:32][CH3:33])[CH:29]=[CH:28][C:27]=1B(O)O.C([O-])([O-])=O.[Cs+].[Cs+]. Product: [CH3:24][O:25][C:26]1[CH:31]=[C:30]([O:32][CH3:33])[CH:29]=[CH:28][C:27]=1[C:2]1[N:10]=[C:9]2[C:5]([N:6]=[CH:7][N:8]2[CH:11]([CH3:13])[CH3:12])=[C:4]([NH:14][CH2:15][C:16]2[CH:21]=[CH:20][C:19]([O:22][CH3:23])=[CH:18][CH:17]=2)[N:3]=1. The catalyst class is: 110. (9) Reactant: [F:1][C:2]1[CH:7]=[CH:6][C:5]([C:8]2[C:13](/[CH:14]=[CH:15]/[C:16]([O:18]CC)=[O:17])=[C:12]([CH:21]([CH3:23])[CH3:22])[N:11]=[C:10]([N:24]([CH3:29])[S:25]([CH3:28])(=[O:27])=[O:26])[N:9]=2)=[CH:4][CH:3]=1.[OH-].[Na+].COC(C)(C)C. Product: [F:1][C:2]1[CH:7]=[CH:6][C:5]([C:8]2[C:13](/[CH:14]=[CH:15]/[C:16]([OH:18])=[O:17])=[C:12]([CH:21]([CH3:22])[CH3:23])[N:11]=[C:10]([N:24]([CH3:29])[S:25]([CH3:28])(=[O:27])=[O:26])[N:9]=2)=[CH:4][CH:3]=1. The catalyst class is: 24. (10) Reactant: [B:10]1([B:10]2[O:14][C:13]([CH3:16])([CH3:15])[C:12]([CH3:18])([CH3:17])[O:11]2)[O:14][C:13]([CH3:16])([CH3:15])[C:12]([CH3:18])([CH3:17])[O:11]1.CC([O-])=O.[K+].Br[C:25]1[C:26]([C:31]2[CH:36]=[CH:35][CH:34]=[CH:33][CH:32]=2)=[N:27][CH:28]=[CH:29][CH:30]=1.O. Product: [C:31]1([C:26]2[C:25]([B:10]3[O:11][C:12]([CH3:17])([CH3:18])[C:13]([CH3:15])([CH3:16])[O:14]3)=[CH:30][CH:29]=[CH:28][N:27]=2)[CH:32]=[CH:33][CH:34]=[CH:35][CH:36]=1. The catalyst class is: 75.